From a dataset of Reaction yield outcomes from USPTO patents with 853,638 reactions. Predict the reaction yield, written as a fraction of the theoretical maximum amount of product (1.0 means a 100% yield; for example, 0.34 means a 34% yield). (1) The reactants are [N:1]1[CH:6]=[CH:5][C:4]([C:7]2[S:8][CH:9]=[C:10]([C:12]([OH:14])=O)[N:11]=2)=[CH:3][CH:2]=1.[NH2:15][C@@H:16]([CH3:32])[CH2:17][N:18]1[CH:22]=[CH:21][C:20]([C:23]2[CH:30]=[CH:29][C:26]([C:27]#[N:28])=[C:25]([Cl:31])[CH:24]=2)=[N:19]1. No catalyst specified. The yield is 0.475. The product is [Cl:31][C:25]1[CH:24]=[C:23]([C:20]2[CH:21]=[CH:22][N:18]([CH2:17][C@@H:16]([NH:15][C:12]([C:10]3[N:11]=[C:7]([C:4]4[CH:3]=[CH:2][N:1]=[CH:6][CH:5]=4)[S:8][CH:9]=3)=[O:14])[CH3:32])[N:19]=2)[CH:30]=[CH:29][C:26]=1[C:27]#[N:28]. (2) The yield is 0.950. The catalyst is CN(C=O)C. The product is [CH3:13][C:10]1([CH3:12])[CH2:9][CH2:8][C:7]([CH3:15])([CH3:14])[C:6]2[CH:5]=[C:4]([CH:16]=[O:17])[CH:3]=[C:2]([O:1][CH2:23][CH2:22][O:21][CH3:20])[C:11]1=2. The reactants are [OH:1][C:2]1[C:11]2[C:10]([CH3:13])([CH3:12])[CH2:9][CH2:8][C:7]([CH3:15])([CH3:14])[C:6]=2[CH:5]=[C:4]([CH:16]=[O:17])[CH:3]=1.[H-].[Na+].[CH3:20][O:21][CH2:22][CH2:23]Cl. (3) The reactants are [O:1]1[CH:5]=[CH:4][CH:3]=[C:2]1[C:6]1[C:7]2[S:15][CH:14]=[CH:13][C:8]=2[N:9]=[C:10]([NH2:12])[N:11]=1.[C:16](Cl)(=[O:18])[CH3:17].O. The catalyst is N1C=CC=CC=1. The product is [O:1]1[CH:5]=[CH:4][CH:3]=[C:2]1[C:6]1[C:7]2[S:15][CH:14]=[CH:13][C:8]=2[N:9]=[C:10]([NH:12][C:16](=[O:18])[CH3:17])[N:11]=1. The yield is 0.800. (4) The product is [ClH:1].[C:18]1([CH:17]=[CH:16][CH2:15][N:12]2[CH:5]=[C:4]([CH2:3][CH2:2][C:6]3[N:7]=[C:8]([NH2:11])[NH:9][CH:10]=3)[N:14]=[N:13]2)[CH:23]=[CH:22][CH:21]=[CH:20][CH:19]=1. The yield is 0.390. The reactants are [ClH:1].[CH2:2]([C:6]1[N:7]=[C:8]([NH2:11])[NH:9][CH:10]=1)[CH2:3][C:4]#[CH:5].[N:12]([CH2:15][CH:16]=[CH:17][C:18]1[CH:23]=[CH:22][CH:21]=[CH:20][CH:19]=1)=[N+:13]=[N-:14]. No catalyst specified.